From a dataset of NCI-60 drug combinations with 297,098 pairs across 59 cell lines. Regression. Given two drug SMILES strings and cell line genomic features, predict the synergy score measuring deviation from expected non-interaction effect. (1) Drug 1: C1CCC(C1)C(CC#N)N2C=C(C=N2)C3=C4C=CNC4=NC=N3. Drug 2: CCC1(CC2CC(C3=C(CCN(C2)C1)C4=CC=CC=C4N3)(C5=C(C=C6C(=C5)C78CCN9C7C(C=CC9)(C(C(C8N6C)(C(=O)OC)O)OC(=O)C)CC)OC)C(=O)OC)O.OS(=O)(=O)O. Cell line: UACC-257. Synergy scores: CSS=32.4, Synergy_ZIP=-0.405, Synergy_Bliss=4.04, Synergy_Loewe=-30.0, Synergy_HSA=1.92. (2) Drug 2: CCCCCOC(=O)NC1=NC(=O)N(C=C1F)C2C(C(C(O2)C)O)O. Cell line: SK-MEL-28. Drug 1: CNC(=O)C1=CC=CC=C1SC2=CC3=C(C=C2)C(=NN3)C=CC4=CC=CC=N4. Synergy scores: CSS=1.34, Synergy_ZIP=1.97, Synergy_Bliss=4.10, Synergy_Loewe=0.722, Synergy_HSA=0.655. (3) Drug 2: CC12CCC(CC1=CCC3C2CCC4(C3CC=C4C5=CN=CC=C5)C)O. Cell line: NCI-H460. Synergy scores: CSS=48.4, Synergy_ZIP=4.09, Synergy_Bliss=2.72, Synergy_Loewe=-21.3, Synergy_HSA=2.23. Drug 1: CC1=C2C(C(=O)C3(C(CC4C(C3C(C(C2(C)C)(CC1OC(=O)C(C(C5=CC=CC=C5)NC(=O)OC(C)(C)C)O)O)OC(=O)C6=CC=CC=C6)(CO4)OC(=O)C)OC)C)OC. (4) Drug 1: CC1OCC2C(O1)C(C(C(O2)OC3C4COC(=O)C4C(C5=CC6=C(C=C35)OCO6)C7=CC(=C(C(=C7)OC)O)OC)O)O. Drug 2: CC1CCC2CC(C(=CC=CC=CC(CC(C(=O)C(C(C(=CC(C(=O)CC(OC(=O)C3CCCCN3C(=O)C(=O)C1(O2)O)C(C)CC4CCC(C(C4)OC)OCCO)C)C)O)OC)C)C)C)OC. Cell line: SNB-19. Synergy scores: CSS=40.9, Synergy_ZIP=0.0682, Synergy_Bliss=-0.154, Synergy_Loewe=5.01, Synergy_HSA=7.10. (5) Drug 2: CN(CC1=CN=C2C(=N1)C(=NC(=N2)N)N)C3=CC=C(C=C3)C(=O)NC(CCC(=O)O)C(=O)O. Synergy scores: CSS=17.3, Synergy_ZIP=-1.65, Synergy_Bliss=-3.70, Synergy_Loewe=-28.2, Synergy_HSA=-6.65. Drug 1: C1=CC=C(C=C1)NC(=O)CCCCCCC(=O)NO. Cell line: DU-145.